Task: Predict the product of the given reaction.. Dataset: Forward reaction prediction with 1.9M reactions from USPTO patents (1976-2016) (1) Given the reactants [F:1][C:2]([F:17])([F:16])[C:3]1[CH:4]=[C:5]([CH:9]=[C:10]([C:12]([F:15])([F:14])[F:13])[CH:11]=1)[C:6]([OH:8])=O.[NH:18]1[CH2:23][CH2:22][CH2:21][CH:20]([CH2:24][OH:25])[CH2:19]1.Cl.CN(C)CCCN=C=NCC.O.ON1C2C=CC=CC=2N=N1.C(N(CC)C(C)C)(C)C, predict the reaction product. The product is: [F:16][C:2]([F:1])([F:17])[C:3]1[CH:4]=[C:5]([C:6]([N:18]2[CH2:23][CH2:22][CH2:21][CH:20]([CH2:24][OH:25])[CH2:19]2)=[O:8])[CH:9]=[C:10]([C:12]([F:15])([F:14])[F:13])[CH:11]=1. (2) The product is: [Cl:15][C:7]1[CH:6]=[CH:5][C:4]2[C:9](=[CH:10][CH:11]=[C:2]([Cl:1])[CH:3]=2)[N:8]=1. Given the reactants [Cl:1][C:2]1[CH:3]=[C:4]2[C:9](=[CH:10][CH:11]=1)[N:8]=[C:7](O)[CH:6]=[CH:5]2.O=P(Cl)(Cl)[Cl:15], predict the reaction product.